From a dataset of Forward reaction prediction with 1.9M reactions from USPTO patents (1976-2016). Predict the product of the given reaction. (1) The product is: [Br:1][C:2]1[CH:3]=[CH:4][C:5]([F:18])=[C:6]([C@:8]2([CH2:9][F:10])[CH:11]=[CH:12][S:29][C:28]([NH2:27])=[N:17]2)[CH:7]=1. Given the reactants [Br:1][C:2]1[CH:3]=[CH:4][C:5]([F:18])=[C:6]([C@@:8]([NH2:17])([CH2:11][CH:12](OC)OC)[CH2:9][F:10])[CH:7]=1.C([N:27]=[C:28]=[S:29])(=O)C1C=CC=CC=1.OS(C(F)(F)F)(=O)=O.[OH-].[Na+], predict the reaction product. (2) Given the reactants ClC1C=CC=C(Cl)C=1C1N(CC2CCCNC2)C2N=C(NCC3C=C(O)C=CC=3)N=CC=2C=1.[Cl:34][C:35]1[CH:40]=[CH:39][CH:38]=[C:37]([Cl:41])[C:36]=1[C:42]1[N:59]([CH2:60][C@@H:61]2[CH2:66][CH2:65][CH2:64][N:63](C(OC(C)(C)C)=O)[CH2:62]2)[C:45]2[N:46]=[C:47]([NH:50][CH2:51][C:52]3[CH:57]=[CH:56][CH:55]=[C:54]([F:58])[CH:53]=3)[N:48]=[CH:49][C:44]=2[CH:43]=1, predict the reaction product. The product is: [Cl:41][C:37]1[CH:38]=[CH:39][CH:40]=[C:35]([Cl:34])[C:36]=1[C:42]1[N:59]([CH2:60][C@@H:61]2[CH2:66][CH2:65][CH2:64][NH:63][CH2:62]2)[C:45]2[N:46]=[C:47]([NH:50][CH2:51][C:52]3[CH:57]=[CH:56][CH:55]=[C:54]([F:58])[CH:53]=3)[N:48]=[CH:49][C:44]=2[CH:43]=1. (3) Given the reactants [OH:1][C:2]1[CH:7]=[CH:6][C:5]([NH:8][C:9]2[C:10]3[CH2:18][CH2:17][N:16]([C:19]4[CH:26]=[CH:25][C:22]([C:23]#[N:24])=[C:21]([C:27]([F:30])([F:29])[F:28])[CH:20]=4)[CH2:15][C:11]=3[N:12]=[CH:13][N:14]=2)=[CH:4][CH:3]=1.[CH3:31][N:32]1[C:36]([CH2:37][CH2:38]O)=[CH:35][CH:34]=[N:33]1, predict the reaction product. The product is: [CH3:31][N:32]1[C:36]([CH2:37][CH2:38][O:1][C:2]2[CH:3]=[CH:4][C:5]([NH:8][C:9]3[C:10]4[CH2:18][CH2:17][N:16]([C:19]5[CH:26]=[CH:25][C:22]([C:23]#[N:24])=[C:21]([C:27]([F:30])([F:29])[F:28])[CH:20]=5)[CH2:15][C:11]=4[N:12]=[CH:13][N:14]=3)=[CH:6][CH:7]=2)=[CH:35][CH:34]=[N:33]1.